Dataset: Full USPTO retrosynthesis dataset with 1.9M reactions from patents (1976-2016). Task: Predict the reactants needed to synthesize the given product. (1) Given the product [NH:8]1[C:16]2[C:11](=[N:12][CH:13]=[CH:14][CH:15]=2)[C:10]([NH:17][CH2:2][C:3]([O:5][CH2:6][CH3:7])=[O:4])=[CH:9]1, predict the reactants needed to synthesize it. The reactants are: Cl[CH2:2][C:3]([O:5][CH2:6][CH3:7])=[O:4].[NH:8]1[C:16]2[C:11](=[N:12][CH:13]=[CH:14][CH:15]=2)[C:10]([NH2:17])=[CH:9]1. (2) The reactants are: [NH:1]([C:3]1[N:8]=[CH:7][N:6]=[C:5]([OH:9])[CH:4]=1)[NH2:2].N(C1NC=NC(=O)C=1)N.[C:19]1(=O)[CH2:23][CH2:22][CH2:21][CH2:20]1. Given the product [C:19]1(=[N:2][NH:1][C:3]2[N:8]=[CH:7][N:6]=[C:5]([OH:9])[CH:4]=2)[CH2:23][CH2:22][CH2:21][CH2:20]1, predict the reactants needed to synthesize it. (3) Given the product [O:9]=[C:10]1[N:16]([CH:17]2[CH2:22][CH2:21][N:20]([C:23]([O:25][C@@H:26]([C:36]([OH:38])=[O:37])[CH2:27][C:28]3[CH:33]=[CH:32][C:31]([Br:34])=[C:30]([Br:35])[CH:29]=3)=[O:24])[CH2:19][CH2:18]2)[CH2:15][CH2:14][C:13]2[CH:41]=[CH:42][CH:43]=[CH:44][C:12]=2[NH:11]1, predict the reactants needed to synthesize it. The reactants are: O[Li].O.O.O.O.O.O.[O:9]=[C:10]1[N:16]([CH:17]2[CH2:22][CH2:21][N:20]([C:23]([O:25][C@@H:26]([C:36]([O:38]CC)=[O:37])[CH2:27][C:28]3[CH:33]=[CH:32][C:31]([Br:34])=[C:30]([Br:35])[CH:29]=3)=[O:24])[CH2:19][CH2:18]2)[CH2:15][CH2:14][C:13]2[CH:41]=[CH:42][CH:43]=[CH:44][C:12]=2[NH:11]1. (4) Given the product [O:5]1[CH2:6][CH2:7][CH2:8][CH:3]([NH:2][C:18]([C:16]2[CH:15]=[CH:14][C:13]3=[N:9][O:10][N:11]=[C:12]3[CH:17]=2)=[O:19])[CH2:4]1, predict the reactants needed to synthesize it. The reactants are: Cl.[NH2:2][CH:3]1[CH2:8][CH2:7][CH2:6][O:5][CH2:4]1.[N:9]1[O:10][N:11]=[C:12]2[CH:17]=[C:16]([C:18](Cl)=[O:19])[CH:15]=[CH:14][C:13]=12. (5) The reactants are: Br[CH:2]([CH3:12])[C:3]([C:5]1[CH:10]=[CH:9][C:8]([OH:11])=[CH:7][CH:6]=1)=O.[NH2:13][C:14]1[CH:19]=[CH:18][C:17]([I:20])=[CH:16][N:15]=1. Given the product [OH:11][C:8]1[CH:9]=[CH:10][C:5]([C:3]2[N:13]=[C:14]3[CH:19]=[CH:18][C:17]([I:20])=[CH:16][N:15]3[C:2]=2[CH3:12])=[CH:6][CH:7]=1, predict the reactants needed to synthesize it.